Dataset: Reaction yield outcomes from USPTO patents with 853,638 reactions. Task: Predict the reaction yield, written as a fraction of the theoretical maximum amount of product (1.0 means a 100% yield; for example, 0.34 means a 34% yield). The reactants are [CH3:1][O:2][C:3](=[O:36])[CH2:4][CH:5]1[C:9]2[CH:10]=[CH:11][C:12]([O:14][CH2:15][C:16]3[CH:17]=[C:18]([C:22]4[CH:27]=[CH:26][C:25]([O:28]C5CCCCO5)=[CH:24][C:23]=4[CH3:35])[CH:19]=[CH:20][CH:21]=3)=[CH:13][C:8]=2[O:7][CH2:6]1.O.C1(C)C=CC(S(O)(=O)=O)=CC=1. The catalyst is CO. The product is [OH:28][C:25]1[CH:26]=[CH:27][C:22]([C:18]2[CH:19]=[CH:20][CH:21]=[C:16]([CH2:15][O:14][C:12]3[CH:11]=[CH:10][C:9]4[CH:5]([CH2:4][C:3]([O:2][CH3:1])=[O:36])[CH2:6][O:7][C:8]=4[CH:13]=3)[CH:17]=2)=[C:23]([CH3:35])[CH:24]=1. The yield is 0.860.